From a dataset of Full USPTO retrosynthesis dataset with 1.9M reactions from patents (1976-2016). Predict the reactants needed to synthesize the given product. (1) The reactants are: Cl[C:2]1[N:7]=[C:6]([O:8][C@@H:9]([C@H:11]2[CH2:15][NH:14][C:13](=[O:16])[CH2:12]2)[CH3:10])[C:5]2[N:17]([CH3:20])[CH:18]=[N:19][C:4]=2[CH:3]=1.CC1(C)C(C)(C)OB([C:29]2[CH:30]=[CH:31][C:32]([N:35]3[CH2:40][CH2:39][N:38]([C:41]([O:43][C:44]([CH3:47])([CH3:46])[CH3:45])=[O:42])[CH2:37][CH2:36]3)=[N:33][CH:34]=2)O1.[O-]P([O-])([O-])=O.[K+].[K+].[K+]. Given the product [CH3:20][N:17]1[C:5]2[C:6]([O:8][C@@H:9]([C@@H:11]3[CH2:12][C:13](=[O:16])[NH:14][CH2:15]3)[CH3:10])=[N:7][C:2]([C:29]3[CH:30]=[CH:31][C:32]([N:35]4[CH2:40][CH2:39][N:38]([C:41]([O:43][C:44]([CH3:47])([CH3:46])[CH3:45])=[O:42])[CH2:37][CH2:36]4)=[N:33][CH:34]=3)=[CH:3][C:4]=2[N:19]=[CH:18]1, predict the reactants needed to synthesize it. (2) Given the product [C:4]([C:28]([NH:19][S:16]([C:10]1[CH:15]=[CH:14][CH:13]=[CH:12][CH:11]=1)(=[O:18])=[O:17])([CH2:27][CH2:26][C:20]1[CH:21]=[CH:22][CH:23]=[CH:24][CH:25]=1)[C:35]([NH2:34])=[O:39])([CH3:3])([CH3:5])[CH3:7], predict the reactants needed to synthesize it. The reactants are: C1C=[CH:5][C:4]([C:7](O)=O)=[CH:3]C=1.[C:10]1([S:16]([NH2:19])(=[O:18])=[O:17])[CH:15]=[CH:14][CH:13]=[CH:12][CH:11]=1.[C:20]1([CH2:26][CH2:27][CH:28]=O)[CH:25]=[CH:24][CH:23]=[CH:22][CH:21]=1.C([N+:34]#[C-:35])(C)(C)C.C1C[O:39]CC1. (3) Given the product [C:40]([O:39][C:37]([NH:36][CH:10]([CH2:11][C:12]1[N:13]=[CH:14][N:15]([C:17]([C:30]2[CH:35]=[CH:34][CH:33]=[CH:32][CH:31]=2)([C:24]2[CH:25]=[CH:26][CH:27]=[CH:28][CH:29]=2)[C:18]2[CH:19]=[CH:20][CH:21]=[CH:22][CH:23]=2)[CH:16]=1)[C:9]([OH:44])=[O:8])=[O:38])([CH3:43])([CH3:41])[CH3:42], predict the reactants needed to synthesize it. The reactants are: C([O:8][C:9](=[O:44])[CH:10]([NH:36][C:37]([O:39][C:40]([CH3:43])([CH3:42])[CH3:41])=[O:38])[CH2:11][C:12]1[N:13]=[CH:14][N:15]([C:17]([C:30]2[CH:35]=[CH:34][CH:33]=[CH:32][CH:31]=2)([C:24]2[CH:29]=[CH:28][CH:27]=[CH:26][CH:25]=2)[C:18]2[CH:23]=[CH:22][CH:21]=[CH:20][CH:19]=2)[CH:16]=1)C1C=CC=CC=1.[OH-].[K+].C1COCC1. (4) Given the product [C:1]1([C:7]2[C:11]([CH2:12][CH2:13][C@@H:14]([OH:24])[CH2:15][C@@H:16]([OH:23])[CH2:17][C:18]([O:20][CH2:21][CH3:22])=[O:19])=[C:10]([C:25]3[CH:26]=[CH:27][CH:28]=[CH:29][CH:30]=3)[N:9]([C:31]3[CH:36]=[CH:35][N:34]=[C:33]([NH:37][C:38]4[CH:39]=[CH:40][CH:41]=[CH:42][CH:43]=4)[N:32]=3)[N:8]=2)[CH:2]=[CH:3][CH:4]=[CH:5][CH:6]=1, predict the reactants needed to synthesize it. The reactants are: [C:1]1([C:7]2[C:11](/[CH:12]=[CH:13]/[C@@H:14]([OH:24])[CH2:15][C@@H:16]([OH:23])[CH2:17][C:18]([O:20][CH2:21][CH3:22])=[O:19])=[C:10]([C:25]3[CH:30]=[CH:29][CH:28]=[CH:27][CH:26]=3)[N:9]([C:31]3[CH:36]=[CH:35][N:34]=[C:33]([NH:37][C:38]4[CH:43]=[CH:42][CH:41]=[CH:40][CH:39]=4)[N:32]=3)[N:8]=2)[CH:6]=[CH:5][CH:4]=[CH:3][CH:2]=1.C([O-])=O.[NH4+]. (5) The reactants are: [Cl:1][C:2]1[C:7]([C:8]2[O:9][C:10]3[CH:16]=[CH:15][CH:14]=[CH:13][C:11]=3[N:12]=2)=[CH:6][C:5]([N+:17]([O-])=O)=[C:4]([NH:20][CH:21]2[CH2:26][CH2:25][O:24][CH2:23][CH2:22]2)[CH:3]=1. Given the product [Cl:1][C:2]1[C:7]([C:8]2[O:9][C:10]3[CH:16]=[CH:15][CH:14]=[CH:13][C:11]=3[N:12]=2)=[CH:6][C:5]([NH2:17])=[C:4]([NH:20][CH:21]2[CH2:26][CH2:25][O:24][CH2:23][CH2:22]2)[CH:3]=1, predict the reactants needed to synthesize it. (6) Given the product [NH2:1][C:2]1[N:7]=[CH:6][N:5]=[C:4]2[N:8]([CH2:16][C:17]([N:31]3[CH2:32][CH2:33][CH2:34][C:35]4[N:27]([C:24]5[CH:25]=[CH:26][C:21]([F:20])=[CH:22][CH:23]=5)[N:28]=[CH:29][C:30]3=4)=[O:19])[N:9]=[C:10]([C:11]3[NH:15][CH:14]=[CH:13][N:12]=3)[C:3]=12, predict the reactants needed to synthesize it. The reactants are: [NH2:1][C:2]1[N:7]=[CH:6][N:5]=[C:4]2[N:8]([CH2:16][C:17]([OH:19])=O)[N:9]=[C:10]([C:11]3[NH:12][CH:13]=[CH:14][N:15]=3)[C:3]=12.[F:20][C:21]1[CH:26]=[CH:25][C:24]([N:27]2[C:35]3[CH2:34][CH2:33][CH2:32][NH:31][C:30]=3[CH:29]=[N:28]2)=[CH:23][CH:22]=1. (7) The reactants are: [NH2:1][C:2]1[N:11]=[CH:10][C:9]2[C:8](SC)=[N:7][CH:6]=[N:5][C:4]=2[CH:3]=1.[Br:14][C:15]1[CH:21]=[CH:20][C:18]([NH2:19])=[CH:17][CH:16]=1. Given the product [NH2:1][C:2]1[N:11]=[CH:10][C:9]2[C:8]([NH:19][C:18]3[CH:20]=[CH:21][C:15]([Br:14])=[CH:16][CH:17]=3)=[N:7][CH:6]=[N:5][C:4]=2[CH:3]=1, predict the reactants needed to synthesize it. (8) Given the product [C:1]([O:6][CH2:7][CH2:8][CH2:9][CH2:10][CH2:11][CH2:12][O:13][C:14]1[CH:19]=[CH:18][C:17]([CH2:20][CH2:21][C:22]2[CH:23]=[CH:24][C:25]([OH:28])=[CH:26][CH:27]=2)=[CH:16][CH:15]=1)(=[O:4])[CH:2]=[CH2:3], predict the reactants needed to synthesize it. The reactants are: [C:1](Cl)(=[O:4])[CH:2]=[CH2:3].[OH:6][CH2:7][CH2:8][CH2:9][CH2:10][CH2:11][CH2:12][O:13][C:14]1[CH:19]=[CH:18][C:17]([CH2:20][CH2:21][C:22]2[CH:27]=[CH:26][C:25]([OH:28])=[CH:24][CH:23]=2)=[CH:16][CH:15]=1.CN(C)C1C=CC=CC=1.C(OCC)C. (9) Given the product [Cl:46][C:47]1[CH:52]=[CH:51][C:50]([C@H:53]([NH:55][C:35]([C:37]2[CH:6]=[C:7]3[C:2](=[N:3][CH:4]=2)[N:1]=[C:18]([C:15]2[CH:16]=[CH:17][C:12]([F:11])=[CH:13][CH:14]=2)[C:19]([CH2:20][CH2:21][CH2:22][CH2:23][C:24]([OH:26])=[O:25])=[CH:8]3)=[O:36])[CH3:54])=[CH:49][CH:48]=1, predict the reactants needed to synthesize it. The reactants are: [NH2:1][C:2]1[C:7]([CH:8]=O)=[CH:6]C(Br)=[CH:4][N:3]=1.[F:11][C:12]1[CH:17]=[CH:16][C:15]([C:18](=O)[CH2:19][CH2:20][CH2:21][CH2:22][CH2:23][C:24]([OH:26])=[O:25])=[CH:14][CH:13]=1.C(O[C:35]([C:37](F)(F)F)=[O:36])(C(F)(F)F)=O.CC(O)(C)C.[Cl:46][C:47]1[CH:52]=[CH:51][C:50]([C@H:53]([NH2:55])[CH3:54])=[CH:49][CH:48]=1.C(O)(C(F)(F)F)=O. (10) Given the product [C:14]([C:13]1[C:5]([Cl:4])=[C:6]([CH:10]=[C:11]([F:17])[C:12]=1[Cl:16])[C:7]([OH:9])=[O:8])#[N:2], predict the reactants needed to synthesize it. The reactants are: Cl.[NH2:2]O.[Cl:4][C:5]1[C:13]([CH:14]=O)=[C:12]([Cl:16])[C:11]([F:17])=[CH:10][C:6]=1[C:7]([OH:9])=[O:8].